The task is: Regression. Given two drug SMILES strings and cell line genomic features, predict the synergy score measuring deviation from expected non-interaction effect.. This data is from NCI-60 drug combinations with 297,098 pairs across 59 cell lines. (1) Drug 1: CC=C1C(=O)NC(C(=O)OC2CC(=O)NC(C(=O)NC(CSSCCC=C2)C(=O)N1)C(C)C)C(C)C. Drug 2: N.N.Cl[Pt+2]Cl. Cell line: NCI-H322M. Synergy scores: CSS=46.3, Synergy_ZIP=3.21, Synergy_Bliss=1.92, Synergy_Loewe=-21.3, Synergy_HSA=-0.183. (2) Drug 1: COC1=C(C=C2C(=C1)N=CN=C2NC3=CC(=C(C=C3)F)Cl)OCCCN4CCOCC4. Drug 2: C1=NC2=C(N1)C(=S)N=C(N2)N. Cell line: MDA-MB-435. Synergy scores: CSS=21.0, Synergy_ZIP=-8.17, Synergy_Bliss=2.91, Synergy_Loewe=1.55, Synergy_HSA=4.36. (3) Drug 1: CCCS(=O)(=O)NC1=C(C(=C(C=C1)F)C(=O)C2=CNC3=C2C=C(C=N3)C4=CC=C(C=C4)Cl)F. Drug 2: C1=CC(=C2C(=C1NCCNCCO)C(=O)C3=C(C=CC(=C3C2=O)O)O)NCCNCCO. Cell line: OVCAR-5. Synergy scores: CSS=40.6, Synergy_ZIP=7.73, Synergy_Bliss=9.34, Synergy_Loewe=-36.6, Synergy_HSA=4.67. (4) Drug 1: C1CCN(CC1)CCOC2=CC=C(C=C2)C(=O)C3=C(SC4=C3C=CC(=C4)O)C5=CC=C(C=C5)O. Drug 2: CC12CCC(CC1=CCC3C2CCC4(C3CC=C4C5=CN=CC=C5)C)O. Cell line: SK-MEL-28. Synergy scores: CSS=2.94, Synergy_ZIP=4.38, Synergy_Bliss=14.3, Synergy_Loewe=5.27, Synergy_HSA=6.38. (5) Drug 1: C1CCC(C(C1)N)N.C(=O)(C(=O)[O-])[O-].[Pt+4]. Drug 2: CC(C)CN1C=NC2=C1C3=CC=CC=C3N=C2N. Cell line: CAKI-1. Synergy scores: CSS=18.2, Synergy_ZIP=1.82, Synergy_Bliss=1.49, Synergy_Loewe=-0.642, Synergy_HSA=0.135. (6) Drug 1: CC1=C2C(C(=O)C3(C(CC4C(C3C(C(C2(C)C)(CC1OC(=O)C(C(C5=CC=CC=C5)NC(=O)OC(C)(C)C)O)O)OC(=O)C6=CC=CC=C6)(CO4)OC(=O)C)OC)C)OC. Drug 2: CC1=CC=C(C=C1)C2=CC(=NN2C3=CC=C(C=C3)S(=O)(=O)N)C(F)(F)F. Cell line: SNB-19. Synergy scores: CSS=51.4, Synergy_ZIP=7.10, Synergy_Bliss=7.36, Synergy_Loewe=-22.3, Synergy_HSA=7.87. (7) Drug 1: C1=CC(=CC=C1C#N)C(C2=CC=C(C=C2)C#N)N3C=NC=N3. Drug 2: C(CC(=O)O)C(=O)CN.Cl. Cell line: M14. Synergy scores: CSS=15.8, Synergy_ZIP=-4.02, Synergy_Bliss=-0.297, Synergy_Loewe=-2.26, Synergy_HSA=-1.16.